From a dataset of M1 muscarinic receptor antagonist screen with 61,756 compounds. Binary Classification. Given a drug SMILES string, predict its activity (active/inactive) in a high-throughput screening assay against a specified biological target. (1) The drug is S=c1n(c(n[nH]1)c1ccc(F)cc1)CC. The result is 0 (inactive). (2) The result is 0 (inactive). The drug is O1C(CCC1)C(=O)Nc1ccc(cc1)C(=O)NCCCC. (3) The compound is S(CC(=O)c1c(n(c(c1)C)c1cc2OCCOc2cc1)C)c1oc(nn1)c1occc1. The result is 0 (inactive). (4) The compound is S(c1n(c(nn1)Cc1[nH]c(=O)[nH]c(=O)c1)c1ccc(OCC)cc1)C(C)C(OC)=O. The result is 0 (inactive). (5) The drug is O(c1c(cc(c(c1)C)C)C)CC(=O)Nc1cc2OCOc2cc1. The result is 0 (inactive).